From a dataset of Full USPTO retrosynthesis dataset with 1.9M reactions from patents (1976-2016). Predict the reactants needed to synthesize the given product. (1) The reactants are: [CH2:1]([OH:23])[C@H:2]1[O:7][C@H:6]([O:8][C@:9]2([CH2:18][OH:19])[O:13][C@H:12]([CH2:14][OH:15])[C@@H:11]([OH:16])[C@@H:10]2[OH:17])[C@H:5]([OH:20])[C@@H:4]([OH:21])[C@@H:3]1[OH:22].Cl. Given the product [CH2:1]([OH:23])[C@H:2]1[O:7][C@H:6]([O:8][C@@H:9]([C@@H:10]([OH:17])[C@H:11]([OH:16])[C:12]([CH2:14][OH:15])=[O:13])[CH2:18][OH:19])[C@H:5]([OH:20])[C@@H:4]([OH:21])[C@@H:3]1[OH:22], predict the reactants needed to synthesize it. (2) The reactants are: [N:1]1[C:10]2[C:5](=[CH:6][CH:7]=[CH:8][C:9]=2[NH:11][C:12]([C@@H:14]2[CH2:18][CH2:17][CH2:16][NH:15]2)=[O:13])[CH:4]=[CH:3][CH:2]=1.C=O.[C:21](O[BH-](OC(=O)C)OC(=O)C)(=O)C.[Na+].[OH-].[Na+]. Given the product [N:1]1[C:10]2[C:5](=[CH:6][CH:7]=[CH:8][C:9]=2[NH:11][C:12]([C@@H:14]2[CH2:18][CH2:17][CH2:16][N:15]2[CH3:21])=[O:13])[CH:4]=[CH:3][CH:2]=1, predict the reactants needed to synthesize it. (3) Given the product [F:1][C:2]1[CH:8]=[CH:7][CH:6]=[C:5]([F:9])[C:3]=1[NH:4][C:11](=[O:10])[CH2:12][C:13](=[O:17])[CH3:14], predict the reactants needed to synthesize it. The reactants are: [F:1][C:2]1[CH:8]=[CH:7][CH:6]=[C:5]([F:9])[C:3]=1[NH2:4].[O:10]1[CH2:14][CH2:13][CH2:12][CH2:11]1.C([O-])(=[O:17])C.[Na+]. (4) Given the product [CH:1]([N:4]1[CH2:5][CH2:6][N:7]([C:10]([C:12]2[CH:13]=[C:14]3[C:18](=[CH:19][CH:20]=2)[NH:17][C:16]([C:21]([N:52]2[CH2:53][CH2:54][CH:49]([O:48][CH3:47])[CH2:50][CH2:51]2)=[O:23])=[CH:15]3)=[O:11])[CH2:8][CH2:9]1)([CH3:3])[CH3:2], predict the reactants needed to synthesize it. The reactants are: [CH:1]([N:4]1[CH2:9][CH2:8][N:7]([C:10]([C:12]2[CH:13]=[C:14]3[C:18](=[CH:19][CH:20]=2)[NH:17][C:16]([C:21]([OH:23])=O)=[CH:15]3)=[O:11])[CH2:6][CH2:5]1)([CH3:3])[CH3:2].Cl.F[B-](F)(F)F.N1(OC(N(C)C)=[N+](C)C)C2C=CC=CC=2N=N1.[CH3:47][O:48][CH:49]1[CH2:54][CH2:53][NH:52][CH2:51][CH2:50]1.C(N(CC)C(C)C)(C)C. (5) Given the product [C:21]([C:11]1[CH:12]=[C:13]2[C:8](=[C:9]([CH3:23])[CH:10]=1)[N:7]=[C:6]([N:25]1[CH2:30][CH2:29][CH2:28][CH2:27][CH2:26]1)[C:5]([C:3]([OH:2])=[O:4])=[C:14]2[C:15]1[CH:20]=[CH:19][CH:18]=[CH:17][CH:16]=1)#[N:22], predict the reactants needed to synthesize it. The reactants are: C[O:2][C:3]([C:5]1[C:6](Cl)=[N:7][C:8]2[C:13]([C:14]=1[C:15]1[CH:20]=[CH:19][CH:18]=[CH:17][CH:16]=1)=[CH:12][C:11]([C:21]#[N:22])=[CH:10][C:9]=2[CH3:23])=[O:4].[NH:25]1[CH2:30][CH2:29][CH2:28][CH2:27][CH2:26]1. (6) Given the product [NH2:29][C:24]1[CH:25]=[CH:26][CH:27]=[CH:28][C:23]=1[C:21]([NH:20][CH2:19][C:10]1[C:11]([NH:12][CH:13]2[CH2:18][CH2:17][O:16][CH2:15][CH2:14]2)=[C:6]2[CH:5]=[N:4][N:3]([CH2:1][CH3:2])[C:7]2=[N:8][C:9]=1[CH2:37][CH3:38])=[O:22], predict the reactants needed to synthesize it. The reactants are: [CH2:1]([N:3]1[C:7]2=[N:8][C:9]([CH2:37][CH3:38])=[C:10]([CH2:19][NH:20][C:21]([C:23]3[CH:28]=[CH:27][CH:26]=[CH:25][C:24]=3[NH:29]C(=O)OC(C)(C)C)=[O:22])[C:11]([NH:12][CH:13]3[CH2:18][CH2:17][O:16][CH2:15][CH2:14]3)=[C:6]2[CH:5]=[N:4]1)[CH3:2].Cl. (7) Given the product [Br:5][C:6]1[CH:7]=[CH:8][C:9]([N:12]2[CH:17]=[N:16][N:15]=[C:13]2[NH2:14])=[CH:10][CH:11]=1, predict the reactants needed to synthesize it. The reactants are: [N+]([O-])(O)=O.[Br:5][C:6]1[CH:11]=[CH:10][C:9]([N:12]=[C:13]([NH:15][NH2:16])[NH2:14])=[CH:8][CH:7]=1.[CH:17](O)=O.[OH-].[Na+].